This data is from Forward reaction prediction with 1.9M reactions from USPTO patents (1976-2016). The task is: Predict the product of the given reaction. (1) The product is: [CH2:1]([N:3]1[C:7]([C:8]2[S:9][CH:10]=[CH:11][CH:12]=2)=[N:6][N:5]=[C:4]1[S:13]([CH3:14])(=[O:21])=[O:17])[CH3:2]. Given the reactants [CH2:1]([N:3]1[C:7]([C:8]2[S:9][CH:10]=[CH:11][CH:12]=2)=[N:6][N:5]=[C:4]1[S:13][CH3:14])[CH3:2].OO.[OH-:17].[Na+].C(O)(=[O:21])C, predict the reaction product. (2) Given the reactants [NH2:1][C:2]1[CH:24]=[CH:23][C:5]([O:6][C:7]2[C:16]3[C:11](=[CH:12][C:13]([O:21][CH3:22])=[C:14]([C:17](OC)=[O:18])[CH:15]=3)[N:10]=[CH:9][CH:8]=2)=[CH:4][C:3]=1[CH3:25].[CH2:26]([N:28](CC)CC)[CH3:27].[F:33][P-](F)(F)(F)(F)[F:33].[N:40]1([P+](N(C)C)(N(C)C)N(C)C)[C:44]2[CH:45]=[CH:46][CH:46]=[CH:45][C:44]=2[N:40]=N1.O.CN(C)[CH:62]=[O:63], predict the reaction product. The product is: [F:33][CH2:27][CH2:26][NH:28][C:17]([C:14]1[CH:15]=[C:16]2[C:11](=[CH:12][C:13]=1[O:21][CH3:22])[N:10]=[CH:9][CH:8]=[C:7]2[O:6][C:5]1[CH:23]=[CH:24][C:2]([NH:1][C:62]([NH:40][CH:44]2[CH2:45][CH2:46]2)=[O:63])=[C:3]([CH3:25])[CH:4]=1)=[O:18].